From a dataset of Experimentally validated miRNA-target interactions with 360,000+ pairs, plus equal number of negative samples. Binary Classification. Given a miRNA mature sequence and a target amino acid sequence, predict their likelihood of interaction. (1) The miRNA is hsa-miR-4743-3p with sequence UUUCUGUCUUUUCUGGUCCAG. The protein sequence of the target gene is MAAQVAPAAASSLGNPPPPPPSELKKAEQQQREEAGGEAAAAAAAERGEMKAAAGQESEGPAVGPPQPLGKELQDGAESNGGGGGGGAGSGGGPGAEPDLKNSNGNAGPRPALNNNLTEPPGGGGGGSSDGVGAPPHSAAAALPPPAYGFGQPYGRSPSAVAAAAAAVFHQQHGGQQSPGLAALQSGGGGGLEPYAGPQQNSHDHGFPNHQYNSYYPNRSAYPPPAPAYALSSPRGGTPGSGAAAAAGSKPPPSSSASASSSSSSFAQQRFGAMGGGGPSAAGGGTPQPTATPTLNQLLT.... Result: 1 (interaction). (2) The protein sequence of the target gene is MAEVSIDQSKLPGVKEVCRDFAVLEDHTLAHSLQEQEIEHHLASNVQRNRLVQHDLQVAKQLQEEDLKAQAQLQKRYKDLEQQDCEIAQEIQEKLAIEAERRRIQEKKDEDIARLLQEKELQEEKKRKKHFPEFPATRAYADSYYYEDGGMKPRVMKEAVSTPSRMAHRDQEWYDAEIARKLQEEELLATQVDMRAAQVAQDEEIARLLMAEEKKAYKKAKEREKSSLDKRKQDPEWKPKTAKAANSKSKESDEPHHSKNERPARPPPPIMTDGEDADYTHFTNQQSSTRHFSKSESSHK.... Result: 0 (no interaction). The miRNA is hsa-miR-3621 with sequence CGCGGGUCGGGGUCUGCAGG. (3) The miRNA is mmu-miR-7042-5p with sequence UAGAGACAGCAGAAGGGCCAC. The protein sequence of the target gene is MPAPTCFSCHKTRAALRRPRSGQALCGSCFCAAFEAEVLHTVLAGHLLPPGAVVAVGASGGKDSTVLAHVLRELAPRLGITLHLVAVDEGIGGYRDAALEAVRSQAARWELPLTIVAYEDLFGGWTMDAVARSTAGSGRSRSCCTFCGVLRRRALEEGARLVGATHIVTGHNADDMAETVLMNFLRGDAGRLARGGVLGSTGEGCALPRCRPLQFASQKEVVLYAHFRHLRYFSEECVYAPEAFRGHARDLLKLLEAARPSAVLDLVHSAERLALAPAAKPPPPGTCSRCGALASHKLCQ.... Result: 0 (no interaction). (4) The miRNA is hsa-miR-4768-3p with sequence CCAGGAGAUCCAGAGAGAAU. Result: 1 (interaction). The protein sequence of the target gene is MTESSMKKLASTLLDAITDKDPLVQEQVCSALCSLGEARPVETLRACEEYLRQHDKLAHPYRAAVLRAMERVLSSRASELDKDTASTIILLASSEMTKTKDLVWDWQQAASGVLVAVGRQFISKVMEELLRRLHPGTLPHCAVLHTLASLSVANAFGVVPFLPSVLSSLLPVLGVAKQDTVRVAFCSALQRFSEGALEYLANLDRAPDPTVRKDAFATDIFSAYDVLFHQWLQSREAKLRLAVVEALGPMSHLLPSERLEEQLPKLLPGILALYKKHAETFYLSKSLGQILEAAVSVGSR.... (5) The miRNA is hsa-miR-15a-3p with sequence CAGGCCAUAUUGUGCUGCCUCA. The protein sequence of the target gene is MDKSGIDSLDHVTSDAVELANRSDNSSDSSLFKTQCIPYSPKGEKRNPIRKFVRTPESVHASDSSSDSSFEPIPLTIKAIFERFKNRKKRYKKKKKRRYQPTGRPRGRPEGRRNPIYSLIDKKKQFRSRGSGFPFLESENEKNAPWRKILTFEQAVARGFFNYIEKLKYEHHLKESLKQMNVGEDLENEDFDSRRYKFLDDDGSISPIEESTAEDEDATHLEDNECDIKLAGDSFIVSSEFPVRLSVYLEEEDITEEAALSKKRATKAKNTGQRGLKM. Result: 1 (interaction).